Dataset: Forward reaction prediction with 1.9M reactions from USPTO patents (1976-2016). Task: Predict the product of the given reaction. (1) Given the reactants S1C=CN=C1.N1C2C(=CC=CC=2)C=C1.[NH:15]1[C:23]2[C:18](=[CH:19][CH:20]=[CH:21][CH:22]=2)[C:17]([CH2:24][C:25]([OH:27])=[O:26])=[CH:16]1.N1C2C(=CC=CC=2)CC1.C(O)(C(F)(F)F)=O.[O:44]=[CH:45][C@@H:46]([C@H:48]([C@@H:50]([C@@H:52]([CH2:54][OH:55])[OH:53])[OH:51])[OH:49])O.C(OC(=O)C)(=O)C, predict the reaction product. The product is: [C@@H:54]1([N:15]2[C:23]3[C:18](=[CH:19][CH:20]=[CH:21][CH:22]=3)[C:17]([CH2:24][C:25]([OH:27])=[O:26])=[CH:16]2)[O:55][C@H:46]([CH2:45][OH:44])[C@@H:48]([OH:49])[C@H:50]([OH:51])[C@H:52]1[OH:53]. (2) Given the reactants [NH2:1][C:2]1[N:24]=[C:5]2[NH:6][C:7]([CH3:23])=[C:8]([C:18]([O:20][CH2:21][CH3:22])=[O:19])[CH:9]([C:10]3[CH:15]=[CH:14][C:13]([C:16]#[N:17])=[CH:12][CH:11]=3)[N:4]2[N:3]=1.[C:25]1(=O)[O:30][C:28](=[O:29])[C:27]2=[CH:31][CH:32]=[CH:33][CH:34]=[C:26]12.C(N(CC)CC)C, predict the reaction product. The product is: [C:16]([C:13]1[CH:12]=[CH:11][C:10]([CH:9]2[N:4]3[N:3]=[C:2]([N:1]4[C:28](=[O:29])[C:27]5[C:26](=[CH:34][CH:33]=[CH:32][CH:31]=5)[C:25]4=[O:30])[N:24]=[C:5]3[NH:6][C:7]([CH3:23])=[C:8]2[C:18]([O:20][CH2:21][CH3:22])=[O:19])=[CH:15][CH:14]=1)#[N:17]. (3) Given the reactants ClC1N2N=C(C)C=C2N=C(NC(=O)[C:14]2C=[CH:18][C:17]([C:20](O)(C)C)=[N:16][CH:15]=2)C=1.CN1C(=O)[CH2:29][CH2:28][CH2:27]1, predict the reaction product. The product is: [CH:28]([N:16]([CH2:15][CH3:14])[CH:17]([CH3:18])[CH3:20])([CH3:29])[CH3:27]. (4) Given the reactants Br[C:2]1[CH:7]=[CH:6][CH:5]=[C:4]([Br:8])[N:3]=1.C([O-])([O-])=O.[Cs+].[Cs+].[CH2:15]([SH:18])[CH2:16][CH3:17], predict the reaction product. The product is: [Br:8][C:4]1[CH:5]=[CH:6][CH:7]=[C:2]([S:18][CH2:15][CH2:16][CH3:17])[N:3]=1. (5) Given the reactants [CH2:1]([C:5]1[N:10]=[C:9]([NH:11]CC2C=CC(OC)=C(OC)C=2)[N:8]2[N:23]=[C:24]([C:26]3[O:27][CH:28]=[CH:29][CH:30]=3)[N:25]=[C:7]2[CH:6]=1)[CH2:2][CH2:3][CH3:4].O.C(C1C(=O)C(Cl)=C(Cl)C(=O)C=1C#N)#N.[OH-].[Na+], predict the reaction product. The product is: [NH2:11][C:9]1[N:8]2[N:23]=[C:24]([C:26]3[O:27][CH:28]=[CH:29][CH:30]=3)[N:25]=[C:7]2[CH:6]=[C:5]([CH2:1][CH2:2][CH2:3][CH3:4])[N:10]=1.